Dataset: Forward reaction prediction with 1.9M reactions from USPTO patents (1976-2016). Task: Predict the product of the given reaction. (1) Given the reactants [NH2:1][C:2]1[C:7]([F:8])=[CH:6][C:5]([C:9]([N:11]2[CH2:16][CH2:15][N:14]([CH2:17][C:18]3[CH:23]=[CH:22][C:21]([C:24]([OH:33])([C:29]([F:32])([F:31])[F:30])[C:25]([F:28])([F:27])[F:26])=[CH:20][CH:19]=3)[CH2:13][CH2:12]2)=[O:10])=[C:4]([Br:34])[CH:3]=1.[N:35]1[CH:40]=[CH:39][C:38]([NH:41][C:42](=O)[O:43]C2C=CC=CC=2)=[CH:37][CH:36]=1, predict the reaction product. The product is: [Br:34][C:4]1[C:5]([C:9]([N:11]2[CH2:16][CH2:15][N:14]([CH2:17][C:18]3[CH:19]=[CH:20][C:21]([C:24]([OH:33])([C:25]([F:26])([F:27])[F:28])[C:29]([F:31])([F:32])[F:30])=[CH:22][CH:23]=3)[CH2:13][CH2:12]2)=[O:10])=[CH:6][C:7]([F:8])=[C:2]([NH:1][C:42]([NH:41][C:38]2[CH:39]=[CH:40][N:35]=[CH:36][CH:37]=2)=[O:43])[CH:3]=1. (2) The product is: [Br:20][CH2:21][CH2:22][CH2:23][CH2:24][N:12]1[C:13]2[C:18](=[CH:17][CH:16]=[CH:15][CH:14]=2)[CH:19]=[C:11]1[S:1]([C:4]1[CH:10]=[CH:9][C:7]([CH3:8])=[CH:6][CH:5]=1)(=[O:2])=[O:3]. Given the reactants [S:1]([C:11]1[NH:12][C:13]2[C:18]([CH:19]=1)=[CH:17][CH:16]=[CH:15][CH:14]=2)([C:4]1[CH:10]=[CH:9][C:7]([CH3:8])=[CH:6][CH:5]=1)(=[O:3])=[O:2].[Br:20][CH2:21][CH2:22][CH2:23][CH2:24]Br.[OH-].[K+], predict the reaction product. (3) Given the reactants Cl.O1[C:6]2([CH2:11][CH2:10][CH:9]([NH:12][C:13]3[N:18]=[C:17]([N:19]4[C:27]5[C:22](=[CH:23][CH:24]=[CH:25][CH:26]=5)[CH:21]=[N:20]4)[CH:16]=[CH:15][N:14]=3)[CH2:8][CH2:7]2)[O:5]CC1.[OH-].[Na+], predict the reaction product. The product is: [N:19]1([C:17]2[CH:16]=[CH:15][N:14]=[C:13]([NH:12][CH:9]3[CH2:8][CH2:7][C:6](=[O:5])[CH2:11][CH2:10]3)[N:18]=2)[C:27]2[C:22](=[CH:23][CH:24]=[CH:25][CH:26]=2)[CH:21]=[N:20]1. (4) Given the reactants [Br:1][C:2]1[CH:12]=[CH:11][C:5]([O:6][CH2:7][C:8]([NH2:10])=[O:9])=[C:4]([C:13]#[N:14])[CH:3]=1.N1CCC[CH2:17][CH2:16]1.[CH3:21][O:22][C:23]1[CH:30]=[CH:29][CH:28]=[CH:27][C:24]=1[CH2:25][NH2:26], predict the reaction product. The product is: [Br:1][C:2]1[CH:12]=[CH:11][C:5]2[O:6][C:7]3[C:8](=[O:9])[NH:10][C:16]([CH2:17][NH:26][CH2:25][C:24]4[CH:27]=[CH:28][CH:29]=[CH:30][C:23]=4[O:22][CH3:21])=[N:14][C:13]=3[C:4]=2[CH:3]=1. (5) Given the reactants [C:1]([O:5][C:6]([NH:8][CH2:9][C:10]([N:12]1[CH2:17][CH2:16][C:15]([CH2:21][OH:22])([C:18]([OH:20])=O)[CH2:14][CH2:13]1)=[O:11])=[O:7])([CH3:4])([CH3:3])[CH3:2].[CH3:23]N(C(ON1N=NC2C=CC=CC1=2)=[N+](C)C)C.F[P-](F)(F)(F)(F)F.[F:47][C:48]1[CH:49]=[C:50]([CH:53]=[CH:54][CH:55]=1)[CH2:51][NH2:52].CCN(C(C)C)C(C)C, predict the reaction product. The product is: [F:47][C:48]1[C:49]([CH3:23])=[C:50]([CH:53]=[CH:54][CH:55]=1)[CH2:51][NH:52][C:18]([C:15]1([CH2:21][OH:22])[CH2:14][CH2:13][N:12]([C:10](=[O:11])[CH2:9][NH:8][C:6](=[O:7])[O:5][C:1]([CH3:3])([CH3:4])[CH3:2])[CH2:17][CH2:16]1)=[O:20]. (6) Given the reactants [C:1]1([C:15]([OH:16])=[C:11]([N+:12]([O-:14])=[O:13])[CH:10]=[C:6]([N+:7]([O-:9])=[O:8])[CH:5]=1)[N+:2]([O-:4])=[O:3].[NH2:17]C(N)=O.C1C([N+]([O-])=O)=C(N)C([N+]([O-])=O)=CC=1[N+]([O-])=O.[NH:37]1C(=O)NC(=O)[NH:40][C:38]1=[O:39], predict the reaction product. The product is: [C:11]1([C:15]([O-:16])=[C:1]([N+:2]([O-:4])=[O:3])[CH:5]=[C:6]([N+:7]([O-:9])=[O:8])[CH:10]=1)[N+:12]([O-:14])=[O:13].[NH4+:17].[NH2:37][C:38]([NH2:40])=[O:39].